From a dataset of NCI-60 drug combinations with 297,098 pairs across 59 cell lines. Regression. Given two drug SMILES strings and cell line genomic features, predict the synergy score measuring deviation from expected non-interaction effect. Cell line: HOP-92. Drug 2: CN(CCCl)CCCl.Cl. Drug 1: CCC(=C(C1=CC=CC=C1)C2=CC=C(C=C2)OCCN(C)C)C3=CC=CC=C3.C(C(=O)O)C(CC(=O)O)(C(=O)O)O. Synergy scores: CSS=8.04, Synergy_ZIP=-8.11, Synergy_Bliss=-7.03, Synergy_Loewe=-11.0, Synergy_HSA=-4.77.